Predict the reaction yield, written as a fraction of the theoretical maximum amount of product (1.0 means a 100% yield; for example, 0.34 means a 34% yield). From a dataset of Reaction yield outcomes from USPTO patents with 853,638 reactions. (1) The reactants are Br[CH:2]([C:5]1[CH:10]=[CH:9][CH:8]=[CH:7][CH:6]=1)[C:3]#[N:4].[C:11]([NH:14][C:15]([NH2:17])=[S:16])(=[O:13])[CH3:12]. The catalyst is C(O)C. The product is [C:11]([NH:14][C:15]1[S:16][C:2]([C:5]2[CH:10]=[CH:9][CH:8]=[CH:7][CH:6]=2)=[C:3]([NH2:4])[N:17]=1)(=[O:13])[CH3:12]. The yield is 0.230. (2) The reactants are Cl[C:2]1[N:3]=[C:4]([OH:12])[C:5]2[CH:11]=[CH:10][N:9]=[CH:8][C:6]=2[N:7]=1.[CH2:13]([N:20]1[C:28]2[C:23](=[CH:24][CH:25]=[C:26]([OH:29])[CH:27]=2)[CH:22]=[CH:21]1)[C:14]1[CH:19]=[CH:18][CH:17]=[CH:16][CH:15]=1. No catalyst specified. The product is [CH2:13]([N:20]1[C:28]2[C:23](=[CH:24][CH:25]=[C:26]([O:29][C:2]3[N:3]=[C:4]([OH:12])[C:5]4[CH:11]=[CH:10][N:9]=[CH:8][C:6]=4[N:7]=3)[CH:27]=2)[CH:22]=[CH:21]1)[C:14]1[CH:15]=[CH:16][CH:17]=[CH:18][CH:19]=1. The yield is 0.160. (3) The reactants are [CH2:1]([C:3]1[CH:4]=[CH:5][CH:6]=[C:7]2[C:11]=1[NH:10][C:9]([CH2:12][OH:13])=[C:8]2[CH3:14])[CH3:2]. The catalyst is ClCCl.[O-2].[Mn+4].[O-2]. The product is [CH2:1]([C:3]1[CH:4]=[CH:5][CH:6]=[C:7]2[C:11]=1[NH:10][C:9]([CH:12]=[O:13])=[C:8]2[CH3:14])[CH3:2]. The yield is 0.650. (4) The reactants are Br[C:2]1[C:3]([C:16]2[CH:21]=[CH:20][CH:19]=[CH:18][CH:17]=2)=[N:4][C:5]2[C:10]([N:11]=1)=[CH:9][C:8]([C:12]([O:14]C)=[O:13])=[CH:7][CH:6]=2.[C:22]1([C:28]2[CH:33]=[CH:32][C:31](B(O)O)=[CH:30][CH:29]=2)[CH:27]=[CH:26][CH:25]=[CH:24][CH:23]=1. No catalyst specified. The product is [C:16]1([C:3]2[C:2]([C:31]3[CH:32]=[CH:33][C:28]([C:22]4[CH:27]=[CH:26][CH:25]=[CH:24][CH:23]=4)=[CH:29][CH:30]=3)=[N:11][C:10]3[C:5](=[CH:6][CH:7]=[C:8]([C:12]([OH:14])=[O:13])[CH:9]=3)[N:4]=2)[CH:17]=[CH:18][CH:19]=[CH:20][CH:21]=1. The yield is 0.510. (5) The reactants are [OH:1][N:2]1[C:7]([CH3:9])([CH3:8])[CH2:6][CH2:5][CH2:4][C:3]1([CH3:11])[CH3:10].N(OC(C)(C)C)=O.N1C=CC=CC=1.N[C:26]1[CH:31]=[CH:30][CH:29]=[CH:28][CH:27]=1. The catalyst is C(#N)C.[Cu](F)F. The product is [O:1]([N:2]1[C:7]([CH3:9])([CH3:8])[CH2:6][CH2:5][CH2:4][C:3]1([CH3:11])[CH3:10])[C:26]1[CH:31]=[CH:30][CH:29]=[CH:28][CH:27]=1. The yield is 0.845. (6) The reactants are [Cl:1][C:2]1[CH:3]=[CH:4][C:5]([NH:11][C:12]2[C:17]([Cl:18])=[CH:16][N:15]=[C:14]([NH:19][C:20]3[N:24]([CH:25]([CH3:27])[CH3:26])[N:23]=[C:22]([CH3:28])[CH:21]=3)[CH:13]=2)=[C:6]([CH:10]=1)[C:7]([OH:9])=O.C1C=CC2[N:37]([OH:38])N=NC=2C=1.[CH2:39](Cl)CCl.CCN(C(C)C)C(C)C. The catalyst is CN(C)C=O.C(O)(=O)C.O. The product is [Cl:1][C:2]1[CH:3]=[CH:4][C:5]([NH:11][C:12]2[C:17]([Cl:18])=[CH:16][N:15]=[C:14]([NH:19][C:20]3[N:24]([CH:25]([CH3:27])[CH3:26])[N:23]=[C:22]([CH3:28])[CH:21]=3)[CH:13]=2)=[C:6]([CH:10]=1)[C:7]([NH:37][O:38][CH3:39])=[O:9]. The yield is 0.268. (7) The reactants are [CH3:1][O:2][C:3]1[C:8]([O:9][CH3:10])=[CH:7][CH:6]=[CH:5][C:4]=1[OH:11].F[C:13]1[CH:18]=[C:17]([F:19])[CH:16]=[CH:15][C:14]=1[N+:20]([O-:22])=[O:21].[CH3:23][O:24][C:25]1[C:39]([O:40][CH3:41])=[CH:38][CH:37]=[CH:36][C:26]=1[O:27][C:28]1[CH:34]=[C:33]([F:35])[CH:32]=[CH:31][C:29]=1[NH2:30].[NH2:42][C:43]1[S:44][CH:45]=[CH:46][N:47]=1. No catalyst specified. The product is [CH3:1][O:2][C:3]1[C:8]([O:9][CH3:10])=[CH:7][CH:6]=[CH:5][C:4]=1[O:11][C:13]1[CH:18]=[C:17]([F:19])[CH:16]=[CH:15][C:14]=1[N+:20]([O-:22])=[O:21].[CH3:23][O:24][C:25]1[C:39]([O:40][CH3:41])=[CH:38][CH:37]=[CH:36][C:26]=1[O:27][C:28]1[CH:34]=[C:33]([F:35])[CH:32]=[CH:31][C:29]=1[NH:30][C:4]([NH:42][C:43]1[S:44][CH:45]=[CH:46][N:47]=1)=[O:11]. The yield is 0.600. (8) The reactants are [CH3:1][C:2]([NH:10][C:11](=[O:20])[O:12][CH2:13][C:14]1[CH:19]=[CH:18][CH:17]=[CH:16][CH:15]=1)([CH3:9])[C:3](=[O:8])[NH:4][CH2:5][CH:6]=O.C1C=CC(P(C2C=CC=CC=2)C2C=CC=CC=2)=CC=1.II.CCN(CC)CC. The catalyst is C(Cl)Cl.O. The product is [O:8]1[CH:6]=[CH:5][N:4]=[C:3]1[C:2]([NH:10][C:11](=[O:20])[O:12][CH2:13][C:14]1[CH:19]=[CH:18][CH:17]=[CH:16][CH:15]=1)([CH3:9])[CH3:1]. The yield is 0.300. (9) The reactants are CC1C=CC(S(Cl)(=O)=O)=CC=1.[CH2:12]([OH:18])[CH2:13][CH2:14][CH2:15][C:16]#[CH:17].N1C=CC=CC=1.CC1C=CC(S(OCCCCC#C)(=O)=O)=CC=1.[O:42]=[CH:43][C:44]1[CH:52]=[CH:51][C:49](O)=[C:46]([O:47][CH3:48])[CH:45]=1. The catalyst is C(Cl)Cl. The product is [CH2:12]([O:18][C:49]1[CH:51]=[CH:52][C:44]([CH:43]=[O:42])=[CH:45][C:46]=1[O:47][CH3:48])[CH2:13][CH2:14][CH2:15][C:16]#[CH:17]. The yield is 0.620. (10) The reactants are C[C@@H]1C[C@H]1[C:5]([N:7]=[N+]=[N-])=[O:6].[CH2:10]([OH:17])[C:11]1[CH:16]=[CH:15][CH:14]=[CH:13][CH:12]=1.[C:18]1([CH3:24])[CH:23]=[CH:22]C=CC=1. The catalyst is CN(C=O)C.CCOCC.[Cu]Cl. The product is [CH3:24][C@@H:18]1[CH2:23][C@H:22]1[NH:7][C:5](=[O:6])[O:17][CH2:10][C:11]1[CH:16]=[CH:15][CH:14]=[CH:13][CH:12]=1. The yield is 0.570.